This data is from Full USPTO retrosynthesis dataset with 1.9M reactions from patents (1976-2016). The task is: Predict the reactants needed to synthesize the given product. (1) Given the product [F:1][C:2]1[CH:7]=[CH:6][C:5]([O:8][C:9]2[CH:14]=[CH:13][CH:12]=[CH:11][CH:10]=2)=[C:4]([NH2:15])[CH:3]=1, predict the reactants needed to synthesize it. The reactants are: [F:1][C:2]1[CH:7]=[CH:6][C:5]([O:8][C:9]2[CH:14]=[CH:13][CH:12]=[CH:11][CH:10]=2)=[C:4]([N+:15]([O-])=O)[CH:3]=1.[H][H]. (2) Given the product [CH2:10]([O:9][P:7]([C:6]1[C:5]([P:15]([O:20][CH2:21][CH3:22])([O:17][CH2:18][CH3:19])=[O:16])=[C:4]([C:40]2[S:39][C:38]([C:42]3[S:43][CH:44]=[CH:45][CH:46]=3)=[CH:37][CH:41]=2)[S:3][C:2]=1[C:44]1[S:43][C:42]([C:38]2[S:39][CH:40]=[CH:41][CH:37]=2)=[CH:46][CH:45]=1)([O:12][CH2:13][CH3:14])=[O:8])[CH3:11], predict the reactants needed to synthesize it. The reactants are: I[C:2]1[S:3][C:4](I)=[C:5]([P:15]([O:20][CH2:21][CH3:22])([O:17][CH2:18][CH3:19])=[O:16])[C:6]=1[P:7]([O:12][CH2:13][CH3:14])([O:9][CH2:10][CH3:11])=[O:8].C([Sn]([C:37]1[CH:41]=[CH:40][S:39][C:38]=1[C:42]1[S:43][CH:44]=[CH:45][CH:46]=1)(CCCC)CCCC)CCC.Cl.